From a dataset of Forward reaction prediction with 1.9M reactions from USPTO patents (1976-2016). Predict the product of the given reaction. (1) Given the reactants Br[C:2]1[CH:7]=[CH:6][C:5]([CH:8]([C:31]2[CH:36]=[CH:35][CH:34]=[CH:33][CH:32]=2)[NH:9][C:10](=[O:30])[CH2:11][C:12]2[CH:13]=[CH:14][C:15]3[O:19][C:18]([C@H:20]([C:22]4[C:23]([CH3:28])=[N:24][O:25][C:26]=4[CH3:27])[OH:21])=[CH:17][C:16]=3[CH:29]=2)=[C:4]([CH3:37])[CH:3]=1.[CH3:38][N:39](C=O)C, predict the reaction product. The product is: [C:38]([C:2]1[CH:7]=[CH:6][C:5]([CH:8]([C:31]2[CH:36]=[CH:35][CH:34]=[CH:33][CH:32]=2)[NH:9][C:10](=[O:30])[CH2:11][C:12]2[CH:13]=[CH:14][C:15]3[O:19][C:18]([C@H:20]([C:22]4[C:23]([CH3:28])=[N:24][O:25][C:26]=4[CH3:27])[OH:21])=[CH:17][C:16]=3[CH:29]=2)=[C:4]([CH3:37])[CH:3]=1)#[N:39]. (2) Given the reactants F[C:2]1[CH:7]=[C:6]([F:8])[CH:5]=[CH:4][C:3]=1[C:9]1[N:14]=[CH:13][N:12]=[C:11]([NH:15][C:16]2[CH:17]=[C:18]([CH:29]=[CH:30][CH:31]=2)[CH2:19][S:20](=[N:23]C(=O)OCC)([CH3:22])=[O:21])[N:10]=1.[N:32]1[CH:37]=[CH:36][CH:35]=[C:34]([CH2:38][OH:39])[CH:33]=1, predict the reaction product. The product is: [F:8][C:6]1[CH:5]=[CH:4][C:3]([C:9]2[N:14]=[CH:13][N:12]=[C:11]([NH:15][C:16]3[CH:31]=[CH:30][CH:29]=[C:18]([CH2:19][S:20]([CH3:22])(=[NH:23])=[O:21])[CH:17]=3)[N:10]=2)=[C:2]([O:39][CH2:38][C:34]2[CH:33]=[N:32][CH:37]=[CH:36][CH:35]=2)[CH:7]=1. (3) The product is: [C:14]([N:1]1[CH2:6][C:5](=[O:7])[N:4]([C:9](=[O:12])[CH3:10])[CH2:3][C:2]1=[O:8])(=[O:16])[CH3:15]. Given the reactants [NH:1]1[CH2:6][C:5](=[O:7])[NH:4][CH2:3][C:2]1=[O:8].[C:9]([O-:12])(=O)[CH3:10].[Na+].[C:14](OC(=O)C)(=[O:16])[CH3:15], predict the reaction product. (4) Given the reactants [CH2:1]([C:8]1[C:13](=[O:14])[CH:12]=[C:11]([CH3:15])O[C:9]=1[CH3:16])[CH2:2][CH2:3][CH2:4][CH2:5][CH2:6][CH3:7].[NH3:17], predict the reaction product. The product is: [CH2:1]([C:8]1[C:13](=[O:14])[CH:12]=[C:11]([CH3:15])[NH:17][C:9]=1[CH3:16])[CH2:2][CH2:3][CH2:4][CH2:5][CH2:6][CH3:7]. (5) Given the reactants C([Li])CCC.Br[C:7]1[CH:22]=[CH:21][C:10]([CH2:11][CH2:12][O:13][Si:14]([C:17]([CH3:20])([CH3:19])[CH3:18])([CH3:16])[CH3:15])=[C:9]([CH2:23][CH3:24])[CH:8]=1.[B:25](OC)([O:28]C)[O:26]C.Cl, predict the reaction product. The product is: [Si:14]([O:13][CH2:12][CH2:11][C:10]1[CH:21]=[CH:22][C:7]([B:25]([OH:28])[OH:26])=[CH:8][C:9]=1[CH2:23][CH3:24])([C:17]([CH3:20])([CH3:19])[CH3:18])([CH3:16])[CH3:15]. (6) Given the reactants N#N.[CH3:3][C:4]1([C:9]2[O:13][C:12]([CH2:14]O)=[N:11][CH:10]=2)[O:8][CH2:7][CH2:6][O:5]1.CCN(CC)CC.S([Cl:27])(C)(=O)=O, predict the reaction product. The product is: [Cl:27][CH2:14][C:12]1[O:13][C:9]([C:4]2([CH3:3])[O:8][CH2:7][CH2:6][O:5]2)=[CH:10][N:11]=1.